From a dataset of Forward reaction prediction with 1.9M reactions from USPTO patents (1976-2016). Predict the product of the given reaction. (1) The product is: [Br:1][C:2]1[CH:3]=[C:4]([Cl:20])[CH:5]=[C:6]2[C:11]=1[CH2:10][N:9]([CH3:12])[CH2:8][CH:7]2[C:13]1[CH:18]=[CH:17][CH:16]=[CH:15][C:14]=1[N:19]1[CH2:22][CH2:23][CH2:24][C:25]1=[O:26]. Given the reactants [Br:1][C:2]1[CH:3]=[C:4]([Cl:20])[CH:5]=[C:6]2[C:11]=1[CH2:10][N:9]([CH3:12])[CH2:8][CH:7]2[C:13]1[CH:18]=[CH:17][CH:16]=[CH:15][C:14]=1[NH2:19].Cl[CH2:22][CH2:23][CH2:24][C:25](Cl)=[O:26].C(=O)([O-])[O-].[K+].[K+], predict the reaction product. (2) Given the reactants [Li]C(C)(C)C.Br[C:7]1[CH:8]=[C:9]([OH:13])[CH:10]=[CH:11][CH:12]=1.[CH3:14][C@H:15]1[C:20](=[O:21])[C@H:19]([CH2:22][N:23]([CH3:32])[CH2:24][CH2:25][C:26]2[CH:31]=[CH:30][CH:29]=[CH:28][CH:27]=2)[C@@H:18]2[CH2:33][C@H:16]1[C:17]2([CH3:35])[CH3:34], predict the reaction product. The product is: [OH:13][C:9]1[CH:8]=[C:7]([C@@:20]2([OH:21])[C@H:19]([CH2:22][N:23]([CH3:32])[CH2:24][CH2:25][C:26]3[CH:27]=[CH:28][CH:29]=[CH:30][CH:31]=3)[C@@H:18]3[CH2:33][C@@H:16]([C:17]3([CH3:34])[CH3:35])[C@H:15]2[CH3:14])[CH:12]=[CH:11][CH:10]=1. (3) The product is: [C:29]1(/[C:22](=[N:21]/[O:20][CH2:19][C:18]2[CH:35]=[CH:36][C:15]([O:14][CH2:2][C:3]3[N:4]=[C:5]([C:8]4[CH:13]=[CH:12][CH:11]=[CH:10][CH:9]=4)[O:6][CH:7]=3)=[CH:16][CH:17]=2)/[CH2:23][CH2:24][C:25]([O:27][CH3:28])=[O:26])[CH:30]=[CH:31][CH:32]=[CH:33][CH:34]=1. Given the reactants Cl[CH2:2][C:3]1[N:4]=[C:5]([C:8]2[CH:13]=[CH:12][CH:11]=[CH:10][CH:9]=2)[O:6][CH:7]=1.[OH:14][C:15]1[CH:36]=[CH:35][C:18]([CH2:19][O:20]/[N:21]=[C:22](/[C:29]2[CH:34]=[CH:33][CH:32]=[CH:31][CH:30]=2)\[CH2:23][CH2:24][C:25]([O:27][CH3:28])=[O:26])=[CH:17][CH:16]=1.C(=O)([O-])[O-].[K+].[K+].CN(C)C=O, predict the reaction product. (4) Given the reactants [NH2:1][C:2]1[CH:3]=[C:4]2[C:9](=[CH:10][CH:11]=1)[N:8]=[CH:7][CH:6]=[C:5]2[Cl:12].[CH:13](=O)[C:14]1[CH:19]=[CH:18][CH:17]=[CH:16][CH:15]=1.[C:21](O[BH-](OC(=O)C)OC(=O)C)(=O)C.[Na+], predict the reaction product. The product is: [CH2:13]([NH:1][C:2]1[CH:3]=[C:4]2[C:9](=[CH:10][CH:11]=1)[N:8]=[C:7]([CH3:21])[CH:6]=[C:5]2[Cl:12])[C:14]1[CH:19]=[CH:18][CH:17]=[CH:16][CH:15]=1. (5) Given the reactants [CH2:1]([C:4]1[C:5]([Cl:30])=[N:6][C:7]2[N:8]([N:27]=[CH:28][CH:29]=2)[C:9]=1[N:10]([C:18]1[CH:23]=[CH:22][C:21]([O:24][CH2:25][CH3:26])=[CH:20][CH:19]=1)[C:11](=[O:17])[O:12][C:13]([CH3:16])([CH3:15])[CH3:14])[CH:2]=[CH2:3].CSC.B.[OH-:35].[Na+].OO, predict the reaction product. The product is: [Cl:30][C:5]1[C:4]([CH2:1][CH2:2][CH2:3][OH:35])=[C:9]([N:10]([C:18]2[CH:19]=[CH:20][C:21]([O:24][CH2:25][CH3:26])=[CH:22][CH:23]=2)[C:11](=[O:17])[O:12][C:13]([CH3:15])([CH3:14])[CH3:16])[N:8]2[N:27]=[CH:28][CH:29]=[C:7]2[N:6]=1. (6) Given the reactants [Cl:1][C:2]1[CH:3]=[C:4]([CH:12]=[CH:13][C:14]=1[Cl:15])[O:5][CH:6]1[CH2:11][CH2:10][NH:9][CH2:8][CH2:7]1.CS(O[CH2:21][CH:22]1[O:27][CH2:26][CH2:25][N:24]([C:28]([O:30][C:31]([CH3:34])([CH3:33])[CH3:32])=[O:29])[CH2:23]1)(=O)=O, predict the reaction product. The product is: [NH3:9].[Cl:1][C:2]1[CH:3]=[C:4]([CH:12]=[CH:13][C:14]=1[Cl:15])[O:5][CH:6]1[CH2:11][CH2:10][N:9]([CH2:21][CH:22]2[O:27][CH2:26][CH2:25][N:24]([C:28]([O:30][C:31]([CH3:32])([CH3:34])[CH3:33])=[O:29])[CH2:23]2)[CH2:8][CH2:7]1.